From a dataset of Reaction yield outcomes from USPTO patents with 853,638 reactions. Predict the reaction yield, written as a fraction of the theoretical maximum amount of product (1.0 means a 100% yield; for example, 0.34 means a 34% yield). (1) The reactants are [CH2:1]([O:8][C:9]([N:11]1[CH2:16][CH2:15][C:14]2([CH2:21][CH2:20][C:19](=[O:22])[CH:18]=[CH:17]2)[CH2:13][CH2:12]1)=[O:10])[C:2]1[CH:7]=[CH:6][CH:5]=[CH:4][CH:3]=1.[CH3:23][N:24]([CH:26](N(C)C)N(C)C)[CH3:25]. The catalyst is C1(C)C=CC=CC=1. The product is [CH3:23][N:24]([CH:26]=[C:20]1[CH2:21][C:14]2([CH2:13][CH2:12][N:11]([C:9]([O:8][CH2:1][C:2]3[CH:7]=[CH:6][CH:5]=[CH:4][CH:3]=3)=[O:10])[CH2:16][CH2:15]2)[CH:17]=[CH:18][C:19]1=[O:22])[CH3:25]. The yield is 1.00. (2) The reactants are C(O[C:4]([CH:6]1[CH:10]([OH:11])[CH2:9][N:8]([C:12]2[C:21]3[C:16](=[CH:17][C:18]([O:24][CH3:25])=[C:19]([O:22][CH3:23])[CH:20]=3)[N:15]=[CH:14][N:13]=2)[CH2:7]1)=O)C.C(O[C:29]([CH:31]1C(O)CN(C(OC(C)(C)C)=O)[CH2:32]1)=O)C.[C:44](O)([C:46](F)(F)F)=O.[CH2:51](Cl)Cl. The catalyst is C(Cl)(Cl)Cl. The product is [CH2:6]([C:10]1([OH:11])[CH2:51][CH2:7][N:8]([C:12]2[C:21]3[C:16](=[CH:17][C:18]([O:24][CH3:25])=[C:19]([O:22][CH3:23])[CH:20]=3)[N:15]=[CH:14][N:13]=2)[CH2:9]1)[C:4]1[CH:46]=[CH:44][CH:32]=[CH:31][CH:29]=1. The yield is 0.290. (3) The yield is 0.221. The catalyst is O1CCCC1. The reactants are [CH:1]1([C:7]2[C:15]3[C:10](=[CH:11][C:12]([C:16]([O:18][CH3:19])=[O:17])=[CH:13][CH:14]=3)[NH:9][C:8]=2[C:20]2[CH:25]=[CH:24][CH:23]=[CH:22][C:21]=2[C:26](=O)[NH:27][CH2:28][CH2:29][OH:30])[CH2:6][CH2:5][CH2:4][CH2:3][CH2:2]1.Cl.[OH-].[Na+].C(=O)([O-])O.[Na+].[C:48](O[C:48]([O:50][C:51]([CH3:54])([CH3:53])[CH3:52])=[O:49])([O:50][C:51]([CH3:54])([CH3:53])[CH3:52])=[O:49]. The product is [C:51]([O:50][C:48]([N:27]([CH2:26][C:21]1[CH:22]=[CH:23][CH:24]=[CH:25][C:20]=1[C:8]1[NH:9][C:10]2[C:15]([C:7]=1[CH:1]1[CH2:2][CH2:3][CH2:4][CH2:5][CH2:6]1)=[CH:14][CH:13]=[C:12]([C:16]([O:18][CH3:19])=[O:17])[CH:11]=2)[CH2:28][CH2:29][OH:30])=[O:49])([CH3:52])([CH3:53])[CH3:54]. (4) The product is [CH2:34]([N:31]1[C:26]2=[N:27][C:28]([CH2:29][CH3:30])=[C:23]([CH2:22][NH:21][C:19]([C:15]3[CH:16]=[CH:17][CH:18]=[C:13]([C:11]([NH:10][CH2:9][C:4]4[CH:3]=[C:2]([C:49]5[CH:48]=[CH:47][CH:46]=[C:45]([CH:43]=[O:44])[CH:50]=5)[C:7]([CH3:8])=[CH:6][CH:5]=4)=[O:12])[N:14]=3)=[O:20])[C:24]([NH:36][CH:37]3[CH2:42][CH2:41][O:40][CH2:39][CH2:38]3)=[C:25]2[CH:33]=[N:32]1)[CH3:35]. The catalyst is O1CCOCC1.O.C(Cl)Cl.C1C=CC([P]([Pd]([P](C2C=CC=CC=2)(C2C=CC=CC=2)C2C=CC=CC=2)([P](C2C=CC=CC=2)(C2C=CC=CC=2)C2C=CC=CC=2)[P](C2C=CC=CC=2)(C2C=CC=CC=2)C2C=CC=CC=2)(C2C=CC=CC=2)C2C=CC=CC=2)=CC=1. The reactants are Br[C:2]1[CH:3]=[C:4]([CH2:9][NH:10][C:11]([C:13]2[CH:18]=[CH:17][CH:16]=[C:15]([C:19]([NH:21][CH2:22][C:23]3[C:24]([NH:36][CH:37]4[CH2:42][CH2:41][O:40][CH2:39][CH2:38]4)=[C:25]4[CH:33]=[N:32][N:31]([CH2:34][CH3:35])[C:26]4=[N:27][C:28]=3[CH2:29][CH3:30])=[O:20])[N:14]=2)=[O:12])[CH:5]=[CH:6][C:7]=1[CH3:8].[CH:43]([C:45]1[CH:46]=[C:47](B(O)O)[CH:48]=[CH:49][CH:50]=1)=[O:44].C(=O)([O-])[O-].[K+].[K+]. The yield is 0.930. (5) The reactants are [CH3:1][C:2](=O)[CH2:3][C:4](=[O:6])[CH3:5].[Br:8][C:9]1[CH:16]=[CH:15][CH:14]=[CH:13][C:10]=1[CH:11]=O.[CH3:17][O:18][C:19](=[O:24])/[CH:20]=[C:21](\[NH2:23])/[CH3:22].CC(O)=O. The catalyst is CCO. The product is [C:4]([C:3]1[CH:11]([C:10]2[CH:13]=[CH:14][CH:15]=[CH:16][C:9]=2[Br:8])[C:20]([C:19]([O:18][CH3:17])=[O:24])=[C:21]([CH3:22])[NH:23][C:2]=1[CH3:1])(=[O:6])[CH3:5]. The yield is 0.0700. (6) The reactants are [Cl:1][C:2]1[CH:3]=[C:4]([C:8]([C:11]#[C:12][C:13]2[CH:18]=[CH:17][CH:16]=[CH:15][C:14]=2[Cl:19])=[CH:9][N:10]=1)[CH:5]=[N:6][OH:7]. The catalyst is C(Cl)(Cl)Cl.[N+]([O-])([O-])=O.[Ag+]. The product is [Cl:1][C:2]1[CH:3]=[C:4]2[C:8]([CH:11]=[C:12]([C:13]3[CH:18]=[CH:17][CH:16]=[CH:15][C:14]=3[Cl:19])[N+:6]([O-:7])=[CH:5]2)=[CH:9][N:10]=1. The yield is 0.800. (7) The reactants are [F:1][C:2]1[C:7]([F:8])=[C:6]([N+:9]([O-])=O)[CH:5]=[CH:4][C:3]=1[N:12]1[CH2:17][CH2:16][O:15][CH2:14][CH2:13]1. The catalyst is CCO.[Pd]. The product is [F:8][C:7]1[C:2]([F:1])=[C:3]([N:12]2[CH2:13][CH2:14][O:15][CH2:16][CH2:17]2)[CH:4]=[CH:5][C:6]=1[NH2:9]. The yield is 0.860. (8) The reactants are [CH:1]([NH2:3])=[S:2].Cl[CH:5]([CH:11]=O)[C:6]([O:8][CH2:9][CH3:10])=[O:7]. The catalyst is CC(C)=O. The product is [S:2]1[C:5]([C:6]([O:8][CH2:9][CH3:10])=[O:7])=[CH:11][N:3]=[CH:1]1. The yield is 0.600. (9) The reactants are [CH3:1][C:2]1[CH:11]=[CH:10][C:5]([C:6](OC)=[O:7])=[CH:4][N:3]=1.[NH3:12]. No catalyst specified. The product is [CH3:1][C:2]1[CH:11]=[CH:10][C:5]([C:6]([NH2:12])=[O:7])=[CH:4][N:3]=1. The yield is 0.720.